From a dataset of Reaction yield outcomes from USPTO patents with 853,638 reactions. Predict the reaction yield, written as a fraction of the theoretical maximum amount of product (1.0 means a 100% yield; for example, 0.34 means a 34% yield). (1) The reactants are [N+]([C:4]1[CH:5]=[C:6]([C:11]2[CH:16]=[CH:15][CH:14]=[CH:13][N:12]=2)[N+:7]([O-:10])=[CH:8][CH:9]=1)([O-])=O.C([Br:20])(=O)C. The catalyst is C(O)(=O)C. The product is [Br:20][C:4]1[CH:5]=[C:6]([C:11]2[CH:16]=[CH:15][CH:14]=[CH:13][N:12]=2)[N+:7]([O-:10])=[CH:8][CH:9]=1. The yield is 0.950. (2) The reactants are [CH2:1]([O:3][C:4]([C:6]1[NH:14][C:13]2[C:12]([Cl:15])=[CH:11][N:10]=[CH:9][C:8]=2[C:7]=1[NH:16][C:17]1[CH:22]=[CH:21][C:20]([Si](C)(C)C)=[CH:19][C:18]=1[F:27])=[O:5])[CH3:2].[I:28]Cl.S([O-])([O-])(=O)=S.[Na+].[Na+]. The catalyst is ClCCl. The product is [CH2:1]([O:3][C:4]([C:6]1[NH:14][C:13]2[C:12]([Cl:15])=[CH:11][N:10]=[CH:9][C:8]=2[C:7]=1[NH:16][C:17]1[CH:22]=[CH:21][C:20]([I:28])=[CH:19][C:18]=1[F:27])=[O:5])[CH3:2]. The yield is 0.840. (3) The reactants are [NH:1]([C:3]1[CH:8]=[C:7]([C:9]#[N:10])[CH:6]=[CH:5][N:4]=1)[NH2:2].C[O:12][CH2:13][C:14](=O)[CH2:15][C:16]([O:18][CH3:19])=O. No catalyst specified. The product is [OH:12][C:13]1[N:1]([C:3]2[CH:8]=[C:7]([C:9]#[N:10])[CH:6]=[CH:5][N:4]=2)[N:2]=[C:15]([CH2:16][O:18][CH3:19])[CH:14]=1. The yield is 0.390. (4) The reactants are [NH2:1][C:2]1[CH:3]=[C:4]([CH:21]=[CH:22][CH:23]=1)[O:5][C:6]1[CH:7]=[CH:8][C:9]2[N:10]([CH:12]=[C:13]([NH:15][C:16]([CH:18]3[CH2:20][CH2:19]3)=[O:17])[N:14]=2)[N:11]=1.[OH:24][C:25]([C:28]1[S:29][C:30]([C:33](O)=[O:34])=[CH:31][N:32]=1)([CH3:27])[CH3:26].Cl.CN(C)CCCN=C=NCC.ON1C2C=CC=CC=2N=N1. The catalyst is CN(C)C=O. The product is [CH:18]1([C:16]([NH:15][C:13]2[N:14]=[C:9]3[CH:8]=[CH:7][C:6]([O:5][C:4]4[CH:3]=[C:2]([NH:1][C:33]([C:30]5[S:29][C:28]([C:25]([OH:24])([CH3:26])[CH3:27])=[N:32][CH:31]=5)=[O:34])[CH:23]=[CH:22][CH:21]=4)=[N:11][N:10]3[CH:12]=2)=[O:17])[CH2:20][CH2:19]1. The yield is 0.430. (5) The reactants are [CH2:1](OC1CCCCO1)[CH2:2][CH2:3][CH2:4][CH2:5][C:6]#[C:7][CH2:8][CH2:9][CH2:10][CH2:11][CH2:12][CH2:13][CH3:14].N1C2C(=CC=CC=2)C=CC=1.C1(P(C2C=CC=CC=2)C2C=CC=CC=2)C=CC=CC=1.[Br-:51].[Br-].C1(P(C2C=CC=CC=2)C2C=CC=CC=2)C=CC=CC=1. The catalyst is [Pd].CC([O-])=O.CC([O-])=O.[Pb+2]. The product is [Br:51][CH2:1][CH2:2][CH2:3][CH2:4][CH2:5]/[CH:6]=[CH:7]\[CH2:8][CH2:9][CH2:10][CH2:11][CH2:12][CH2:13][CH3:14]. The yield is 0.810. (6) The reactants are [C:1](O)(=[O:5])[C:2]#[C:3][CH3:4].C(Cl)(=O)OCC(C)C.CN1CCOCC1.[NH2:22][C:23]1[CH:24]=[C:25]([CH:42]=[CH:43][CH:44]=1)[O:26][C:27]1[CH:28]=[CH:29][C:30]2[N:31]([CH:33]=[C:34]([NH:36][C:37]([CH:39]3[CH2:41][CH2:40]3)=[O:38])[N:35]=2)[N:32]=1.C(=O)([O-])O.[Na+]. The catalyst is O1CCCC1.N1C=CC=CC=1.CN(C)C=O. The product is [C:1]([NH:22][C:23]1[CH:24]=[C:25]([CH:42]=[CH:43][CH:44]=1)[O:26][C:27]1[CH:28]=[CH:29][C:30]2[N:31]([CH:33]=[C:34]([NH:36][C:37]([CH:39]3[CH2:41][CH2:40]3)=[O:38])[N:35]=2)[N:32]=1)(=[O:5])[C:2]#[C:3][CH3:4]. The yield is 0.730. (7) The catalyst is CCO. The yield is 0.850. The product is [NH2:10][C:9]1[N:19]([C:16]2[CH:17]=[CH:18][C:13]([O:12][CH3:11])=[CH:14][CH:15]=2)[N:20]=[C:4]([CH3:5])[C:6]=1[C:7]#[N:8]. The reactants are C(O[C:4](=[C:6]([C:9]#[N:10])[C:7]#[N:8])[CH3:5])C.[CH3:11][O:12][C:13]1[CH:18]=[CH:17][C:16]([NH:19][NH2:20])=[CH:15][CH:14]=1.NN.Cl. (8) The reactants are [CH2:1]([N:8]([CH2:12][C:13]1[C:18](Cl)=[N:17][C:16]([N:20]([CH:22]2[CH2:25][CH2:24][CH2:23]2)[CH3:21])=[CH:15][N:14]=1)[CH2:9][CH2:10][OH:11])[C:2]1[CH:7]=[CH:6][CH:5]=[CH:4][CH:3]=1.CC(C)([O-])C.[K+].O. The catalyst is CN(C=O)C. The product is [CH2:1]([N:8]1[CH2:12][C:13]2[N:14]=[CH:15][C:16]([N:20]([CH:22]3[CH2:25][CH2:24][CH2:23]3)[CH3:21])=[N:17][C:18]=2[O:11][CH2:10][CH2:9]1)[C:2]1[CH:7]=[CH:6][CH:5]=[CH:4][CH:3]=1. The yield is 0.710.